Task: Binary Classification. Given a drug SMILES string, predict its activity (active/inactive) in a high-throughput screening assay against a specified biological target.. Dataset: Serine/threonine kinase 33 screen with 319,792 compounds (1) The molecule is Clc1c(C(=O)N2CCN=C2SC)c(F)ccc1. The result is 0 (inactive). (2) The molecule is O=C1N(C(Nc2cc3OCCOc3cc2)c2c1cccc2)Cc1occc1. The result is 0 (inactive). (3) The drug is o1c2CC(CC(=O)c2cc1C)(C)C. The result is 0 (inactive). (4) The result is 0 (inactive). The molecule is Clc1ccc(S(=O)(=O)N2CCC(CC2)C(OC(C(=O)N2CCc3c2cccc3)C)=O)cc1. (5) The drug is [O-][N+](=O)c1cc2[nH]c(nc2cc1[N+]([O-])=O)CC. The result is 0 (inactive). (6) The compound is Clc1cn2c(CN(CC(C)C)C)c(nc2cc1)C(=O)N1CCc2c(C1)cccc2. The result is 0 (inactive). (7) The drug is Clc1c(OCCCNC(CC)C)cc(Cl)cc1. The result is 0 (inactive).